This data is from Full USPTO retrosynthesis dataset with 1.9M reactions from patents (1976-2016). The task is: Predict the reactants needed to synthesize the given product. (1) Given the product [CH3:32][O:33][C:34]1[CH:41]=[C:40]([O:42][CH3:43])[CH:39]=[CH:38][C:35]=1[CH2:36][NH:37][C:2]1[N:7]=[N:6][C:5]([N:8]2[CH:12]=[C:11]([C:13]3[C:21]4[C:16](=[CH:17][C:18]([F:22])=[CH:19][CH:20]=4)[N:15]([S:23]([C:26]4[CH:31]=[CH:30][CH:29]=[CH:28][CH:27]=4)(=[O:25])=[O:24])[CH:14]=3)[CH:10]=[N:9]2)=[CH:4][CH:3]=1, predict the reactants needed to synthesize it. The reactants are: Cl[C:2]1[N:7]=[N:6][C:5]([N:8]2[CH:12]=[C:11]([C:13]3[C:21]4[C:16](=[CH:17][C:18]([F:22])=[CH:19][CH:20]=4)[N:15]([S:23]([C:26]4[CH:31]=[CH:30][CH:29]=[CH:28][CH:27]=4)(=[O:25])=[O:24])[CH:14]=3)[CH:10]=[N:9]2)=[CH:4][CH:3]=1.[CH3:32][O:33][C:34]1[CH:41]=[C:40]([O:42][CH3:43])[CH:39]=[CH:38][C:35]=1[CH2:36][NH2:37]. (2) The reactants are: [CH3:1][O:2][C:3]1[CH:8]=[CH:7][C:6]([C:9]([C:37]2[CH:42]=[CH:41][C:40]([O:43][CH3:44])=[CH:39][CH:38]=2)([C:31]2[CH:36]=[CH:35][CH:34]=[CH:33][CH:32]=2)[NH:10][C:11]2[CH2:12][O:13][C:14]([CH3:30])([CH3:29])[C:15]([F:28])([F:27])[C@:16]([C:19]3[CH:24]=[C:23](Br)[CH:22]=[CH:21][C:20]=3[F:26])([CH3:18])[N:17]=2)=[CH:5][CH:4]=1.[B:45]1([B:45]2[O:49][C:48]([CH3:51])([CH3:50])[C:47]([CH3:53])([CH3:52])[O:46]2)[O:49][C:48]([CH3:51])([CH3:50])[C:47]([CH3:53])([CH3:52])[O:46]1. Given the product [CH3:1][O:2][C:3]1[CH:8]=[CH:7][C:6]([C:9]([NH:10][C:11]2[CH2:12][O:13][C:14]([CH3:30])([CH3:29])[C:15]([F:28])([F:27])[C@:16]([C:19]3[CH:24]=[C:23]([B:45]4[O:49][C:48]([CH3:51])([CH3:50])[C:47]([CH3:53])([CH3:52])[O:46]4)[CH:22]=[CH:21][C:20]=3[F:26])([CH3:18])[N:17]=2)([C:37]2[CH:42]=[CH:41][C:40]([O:43][CH3:44])=[CH:39][CH:38]=2)[C:31]2[CH:36]=[CH:35][CH:34]=[CH:33][CH:32]=2)=[CH:5][CH:4]=1, predict the reactants needed to synthesize it. (3) Given the product [OH2:28].[CH2:1]([C:5]1[N:6]([CH2:19][CH:20]([CH3:21])[CH3:22])[C:7]2[C:16]3[CH2:15][CH2:14][CH2:13][NH:12][C:11]=3[N:10]=[C:9]([NH2:17])[C:8]=2[N:18]=1)[CH2:2][CH2:3][CH3:4].[CH2:1]([C:5]1[N:6]([CH2:19][CH:20]([CH3:21])[CH3:22])[C:7]2[C:16]3[CH2:15][CH2:14][CH2:13][NH:12][C:11]=3[N:10]=[C:9]([NH2:17])[C:8]=2[N:18]=1)[CH2:2][CH2:3][CH3:4], predict the reactants needed to synthesize it. The reactants are: [CH2:1]([C:5]1[N:6]([CH2:19][CH:20]([CH3:22])[CH3:21])[C:7]2[C:16]3[CH:15]=[CH:14][CH:13]=[N:12][C:11]=3[N:10]=[C:9]([NH2:17])[C:8]=2[N:18]=1)[CH2:2][CH2:3][CH3:4].[H][H].FC(F)(F)C(O)=[O:28]. (4) The reactants are: C(OC(=O)[NH:7][C:8]1[CH2:9][O:10][CH2:11][C@:12]([C:16]2[CH:21]=[C:20]([NH:22][C:23]([C:25]3[CH:30]=[CH:29][C:28]([Cl:31])=[CH:27][N:26]=3)=[O:24])[CH:19]=[CH:18][C:17]=2[F:32])([CH2:14][F:15])[N:13]=1)(C)(C)C.Cl.O1CCOCC1.Cl.CO. Given the product [ClH:31].[NH2:7][C:8]1[CH2:9][O:10][CH2:11][C@:12]([C:16]2[CH:21]=[C:20]([NH:22][C:23]([C:25]3[CH:30]=[CH:29][C:28]([Cl:31])=[CH:27][N:26]=3)=[O:24])[CH:19]=[CH:18][C:17]=2[F:32])([CH2:14][F:15])[N:13]=1, predict the reactants needed to synthesize it.